Task: Predict the product of the given reaction.. Dataset: Forward reaction prediction with 1.9M reactions from USPTO patents (1976-2016) (1) Given the reactants [C:1]1([CH:8]=[CH:7][C:5]([OH:6])=[CH:4][CH:3]=1)[OH:2].[H-].[Na+].[CH3:11]Br, predict the reaction product. The product is: [CH3:11][O:2][C:1]1[CH:8]=[CH:7][C:5]([OH:6])=[CH:4][CH:3]=1. (2) Given the reactants [CH2:1]([C:3]([C:12]1[CH:25]=[CH:24][C:15]([O:16][CH2:17][C:18](=[O:23])[C:19]([CH3:22])([CH3:21])[CH3:20])=[C:14]([CH3:26])[CH:13]=1)([C:6]1[S:7][CH:8]=[C:9]([CH3:11])[CH:10]=1)[CH2:4][CH3:5])[CH3:2].[BH4-].[Na+], predict the reaction product. The product is: [CH2:1]([C:3]([C:12]1[CH:25]=[CH:24][C:15]([O:16][CH2:17][CH:18]([OH:23])[C:19]([CH3:20])([CH3:22])[CH3:21])=[C:14]([CH3:26])[CH:13]=1)([C:6]1[S:7][CH:8]=[C:9]([CH3:11])[CH:10]=1)[CH2:4][CH3:5])[CH3:2]. (3) Given the reactants [C:1]1([CH3:11])[CH:6]=[CH:5][C:4](S(O)(=O)=O)=CC=1.[NH:12]1[CH2:17][CH2:16][CH:15]([C:18]([O:20]CC)=[O:19])[CH2:14][CH2:13]1.C1(=O)CCCC1.C(O[BH-](OC(=O)C)OC(=O)C)(=O)C.[Na+].[OH-].[Na+], predict the reaction product. The product is: [CH:4]1([N:12]2[CH2:13][CH2:14][CH:15]([C:18]([OH:20])=[O:19])[CH2:16][CH2:17]2)[CH2:5][CH2:6][CH2:1][CH2:11]1. (4) Given the reactants [OH:1][C:2]1[CH:7]=[CH:6][C:5]([C:8]([CH3:13])([CH3:12])[C:9]([OH:11])=O)=[CH:4][CH:3]=1.C(Cl)CCl.C1C=CC2N(O)N=NC=2C=1.[F:28][C:29]1[CH:34]=[CH:33][C:32]([CH:35]([C:37]2[CH:42]=[CH:41][C:40]([F:43])=[CH:39][CH:38]=2)[NH2:36])=[CH:31][CH:30]=1, predict the reaction product. The product is: [F:28][C:29]1[CH:34]=[CH:33][C:32]([CH:35]([C:37]2[CH:42]=[CH:41][C:40]([F:43])=[CH:39][CH:38]=2)[NH:36][C:9](=[O:11])[C:8]([C:5]2[CH:4]=[CH:3][C:2]([OH:1])=[CH:7][CH:6]=2)([CH3:13])[CH3:12])=[CH:31][CH:30]=1. (5) Given the reactants [CH3:1][C:2]1[C:7]([C:8]([O:10][CH2:11][C:12]2[CH:17]=[CH:16][CH:15]=[CH:14][CH:13]=2)=[O:9])=[CH:6][N:5]=[C:4](SC)[N:3]=1.[CH2:20]([N:27]1[CH2:31][CH2:30][CH:29]([NH2:32])[CH2:28]1)[C:21]1[CH:26]=[CH:25][CH:24]=[CH:23][CH:22]=1.CCOC(C)=O.O, predict the reaction product. The product is: [CH2:20]([N:27]1[CH2:31][CH2:30][CH:29]([NH:32][C:4]2[N:3]=[C:2]([CH3:1])[C:7]([C:8]([O:10][CH2:11][C:12]3[CH:17]=[CH:16][CH:15]=[CH:14][CH:13]=3)=[O:9])=[CH:6][N:5]=2)[CH2:28]1)[C:21]1[CH:22]=[CH:23][CH:24]=[CH:25][CH:26]=1. (6) Given the reactants [F:1][C:2]1[CH:7]=[CH:6][C:5]([F:8])=[CH:4][C:3]=1[C@H:9]1[CH2:13][CH2:12][CH2:11][N:10]1[C:14]1[CH:19]=[CH:18][N:17]2[N:20]=[CH:21][C:22]([NH2:23])=[C:16]2[N:15]=1.C1N=CN([C:29]([N:31]2[CH:35]=N[CH:33]=[CH:32]2)=[O:30])C=1.N1CC[O:39][CH2:38]C1, predict the reaction product. The product is: [F:1][C:2]1[CH:7]=[CH:6][C:5]([F:8])=[CH:4][C:3]=1[C@H:9]1[CH2:13][CH2:12][CH2:11][N:10]1[C:14]1[CH:19]=[CH:18][N:17]2[N:20]=[CH:21][C:22]([NH:23][C:29]([N:31]3[CH2:32][CH2:33][O:39][CH2:38][CH2:35]3)=[O:30])=[C:16]2[N:15]=1. (7) Given the reactants Cl[C:2]1[C:11]([C:12]([OH:14])=[O:13])=[CH:10][C:9]2[C:4](=[CH:5][CH:6]=[C:7]([Cl:15])[CH:8]=2)[N:3]=1.[NH2:16][C@@H:17]([C:25]([OH:27])=[O:26])[CH2:18][C:19]1[CH:24]=[CH:23][CH:22]=[CH:21][CH:20]=1, predict the reaction product. The product is: [C:25]([C@H:17]([NH:16][C:2]1[C:11]([C:12]([OH:14])=[O:13])=[CH:10][C:9]2[C:4](=[CH:5][CH:6]=[C:7]([Cl:15])[CH:8]=2)[N:3]=1)[CH2:18][C:19]1[CH:24]=[CH:23][CH:22]=[CH:21][CH:20]=1)([OH:27])=[O:26]. (8) Given the reactants [CH3:1][O:2][C:3](=[O:39])[N:4]([CH2:27][C:28]1[CH:33]=[C:32]([C:34]([F:37])([F:36])[F:35])[CH:31]=[C:30]([NH2:38])[CH:29]=1)[CH2:5][C:6]1[CH:11]=[C:10]([C:12]([F:15])([F:14])[F:13])[CH:9]=[CH:8][C:7]=1[C:16]1[CH:21]=[C:20]([CH:22]([CH3:24])[CH3:23])[CH:19]=[CH:18][C:17]=1[O:25][CH3:26].[CH3:40][S:41](Cl)(=[O:43])=[O:42].C(N(CC)C(C)C)(C)C.O, predict the reaction product. The product is: [CH3:1][O:2][C:3](=[O:39])[N:4]([CH2:5][C:6]1[CH:11]=[C:10]([C:12]([F:15])([F:14])[F:13])[CH:9]=[CH:8][C:7]=1[C:16]1[CH:21]=[C:20]([CH:22]([CH3:24])[CH3:23])[CH:19]=[CH:18][C:17]=1[O:25][CH3:26])[CH2:27][C:28]1[CH:33]=[C:32]([C:34]([F:37])([F:36])[F:35])[CH:31]=[C:30]([NH:38][S:41]([CH3:40])(=[O:43])=[O:42])[CH:29]=1.